From a dataset of Catalyst prediction with 721,799 reactions and 888 catalyst types from USPTO. Predict which catalyst facilitates the given reaction. (1) Reactant: [F:1][C:2]1[CH:3]=[C:4]([NH2:18])[CH:5]=[CH:6][C:7]=1[O:8][C:9]1[CH:14]=[CH:13][N:12]=[C:11]2[CH:15]=[CH:16][S:17][C:10]=12.[F:19][C:20]1[CH:25]=[CH:24][C:23]([NH:26][C:27](=[O:32])[CH2:28][C:29](O)=[O:30])=[CH:22][CH:21]=1.C(O)(=O)CC(O)=O.FC1C=CC(N)=CC=1.CCN=C=NCCCN(C)C. Product: [F:1][C:2]1[CH:3]=[C:4]([NH:18][C:29](=[O:30])[CH2:28][C:27]([NH:26][C:23]2[CH:24]=[CH:25][C:20]([F:19])=[CH:21][CH:22]=2)=[O:32])[CH:5]=[CH:6][C:7]=1[O:8][C:9]1[CH:14]=[CH:13][N:12]=[C:11]2[CH:15]=[CH:16][S:17][C:10]=12. The catalyst class is: 795. (2) Reactant: [C:1]([N:4]1[C:12]2[C:7](=[CH:8][C:9]([OH:14])=[C:10]([Br:13])[CH:11]=2)[CH2:6][CH2:5]1)(=[O:3])[CH3:2].[C:15]([O-])([O-])=O.[K+].[K+].IC. Product: [C:1]([N:4]1[C:12]2[C:7](=[CH:8][C:9]([O:14][CH3:15])=[C:10]([Br:13])[CH:11]=2)[CH2:6][CH2:5]1)(=[O:3])[CH3:2]. The catalyst class is: 3. (3) Reactant: Br[CH2:2][C:3]([C:5]1[CH:10]=[CH:9][CH:8]=[CH:7][CH:6]=1)=[O:4].[CH3:11][O:12][C:13]1[CH:14]=[C:15]([OH:20])[CH:16]=[C:17]([CH3:19])[CH:18]=1.C([O-])([O-])=O.[K+].[K+]. Product: [CH3:11][O:12][C:13]1[CH:14]=[C:15]([CH:16]=[C:17]([CH3:19])[CH:18]=1)[O:20][CH2:2][C:3]([C:5]1[CH:10]=[CH:9][CH:8]=[CH:7][CH:6]=1)=[O:4]. The catalyst class is: 311. (4) The catalyst class is: 29. Reactant: [C:1]1([C:7]2[CH:12]=[CH:11][C:10]([C:13]3[N:14]=[C:15]([C:18]4[CH:22]=[C:21]([CH3:23])[N:20]([CH2:24][C:25]5[CH:30]=[CH:29][C:28]([CH3:31])=[CH:27][CH:26]=5)[N:19]=4)[O:16][CH:17]=3)=[CH:9][CH:8]=2)[CH2:6][CH2:5][CH2:4][CH2:3][CH:2]=1.[H][H]. Product: [CH:1]1([C:7]2[CH:8]=[CH:9][C:10]([C:13]3[N:14]=[C:15]([C:18]4[CH:22]=[C:21]([CH3:23])[N:20]([CH2:24][C:25]5[CH:30]=[CH:29][C:28]([CH3:31])=[CH:27][CH:26]=5)[N:19]=4)[O:16][CH:17]=3)=[CH:11][CH:12]=2)[CH2:6][CH2:5][CH2:4][CH2:3][CH2:2]1. (5) Reactant: [H-].[Na+].[CH2:3]([C:5]1[C:14]([CH3:15])=[C:13]([OH:16])[C:12]2[C:7](=[CH:8][C:9]([Cl:18])=[C:10]([F:17])[CH:11]=2)[N:6]=1)[CH3:4].C(C1C(C)=[C:29]([O:32]C(C2CC2)=O)[C:28]2C(=CC(F)=C(F)C=2)N=1)C.[CH2:40]([C:42]1[C:51]([CH3:52])=[C:50]([O:53][C:54]([CH:56]2CC2)=[O:55])[C:49]2[C:44](=[CH:45][CH:46]=[C:47]([F:60])[C:48]=2F)[N:43]=1)[CH3:41]. Product: [CH2:3]([C:5]1[C:14]([CH3:15])=[C:13]([O:16][C:29](=[O:32])[CH3:28])[C:12]2[C:7](=[CH:8][C:9]([Cl:18])=[C:10]([F:17])[CH:11]=2)[N:6]=1)[CH3:4].[CH2:40]([C:42]1[C:51]([CH3:52])=[C:50]([O:53][C:54](=[O:55])[CH3:56])[C:49]2[C:44](=[CH:45][CH:46]=[C:47]([F:60])[C:48]=2[Cl:18])[N:43]=1)[CH3:41]. The catalyst class is: 30. (6) Reactant: [NH2:1][C:2]1[S:3][C:4]2[CH:10]=[CH:9][CH:8]=[CH:7][C:5]=2[N:6]=1.C(N=C=NCCCN(C)C)C.ON1C2C=CC=CC=2N=N1.[C:32]([N:35]1[CH:39]([C:40]2[CH:41]=[CH:42][C:43]([O:51][CH3:52])=[C:44]([CH:50]=2)[O:45][CH2:46][C:47](O)=[O:48])[CH2:38][C:37]([C:53]2[CH:58]=[C:57]([O:59][CH3:60])[C:56]([O:61][CH3:62])=[C:55]([O:63][CH3:64])[CH:54]=2)=[N:36]1)(=[O:34])[CH3:33]. Product: [S:3]1[C:4]2[CH:10]=[CH:9][CH:8]=[CH:7][C:5]=2[N:6]=[C:2]1[NH:1][C:47](=[O:48])[CH2:46][O:45][C:44]1[CH:50]=[C:40]([CH:39]2[N:35]([C:32](=[O:34])[CH3:33])[N:36]=[C:37]([C:53]3[CH:58]=[C:57]([O:59][CH3:60])[C:56]([O:61][CH3:62])=[C:55]([O:63][CH3:64])[CH:54]=3)[CH2:38]2)[CH:41]=[CH:42][C:43]=1[O:51][CH3:52]. The catalyst class is: 46.